This data is from Orexin1 receptor HTS with 218,158 compounds and 233 confirmed actives. The task is: Binary Classification. Given a drug SMILES string, predict its activity (active/inactive) in a high-throughput screening assay against a specified biological target. (1) The drug is Brc1cc(S(=O)(=O)NCCC(=O)N2CCN(CC2)c2ncccc2)c(nc1)N. The result is 0 (inactive). (2) The molecule is FC(F)(F)c1cc(N2CCN(CC2)C(=O)c2ncccc2)ccc1. The result is 0 (inactive).